This data is from Reaction yield outcomes from USPTO patents with 853,638 reactions. The task is: Predict the reaction yield, written as a fraction of the theoretical maximum amount of product (1.0 means a 100% yield; for example, 0.34 means a 34% yield). (1) The reactants are [CH:1]([C:4]1[CH:8]=[N:7][N:6]([C:9]2[CH:14]=[CH:13][CH:12]=[CH:11][C:10]=2[O:15][C:16]([F:19])([F:18])[F:17])[C:5]=1[CH2:20][OH:21])([CH3:3])[CH3:2].Cl[C:23]1[N:28]=[C:27]([CH3:29])[C:26]([N+:30]([O-:32])=[O:31])=[CH:25][CH:24]=1.C(=O)([O-])[O-].[Cs+].[Cs+].C(P(C(C)(C)C)C1C=CC2C(=CC=CC=2)C=1C1C2C(=CC=CC=2)C=CC=1)(C)(C)C. The catalyst is C1(C)C=CC=CC=1.C([O-])(=O)C.[Pd+2].C([O-])(=O)C. The product is [CH:1]([C:4]1[CH:8]=[N:7][N:6]([C:9]2[CH:14]=[CH:13][CH:12]=[CH:11][C:10]=2[O:15][C:16]([F:17])([F:18])[F:19])[C:5]=1[CH2:20][O:21][C:23]1[N:28]=[C:27]([CH3:29])[C:26]([N+:30]([O-:32])=[O:31])=[CH:25][CH:24]=1)([CH3:3])[CH3:2]. The yield is 0.940. (2) The reactants are Cl[C:2]1[C:3]([O:8][CH:9]2[CH2:14][CH2:13][CH2:12][N:11]([C:15]3[CH:24]=[CH:23][C:22]4[C:17](=[CH:18][CH:19]=[CH:20][CH:21]=4)[N:16]=3)[CH2:10]2)=[N:4][CH:5]=[CH:6][N:7]=1.[CH3:25][C:26]1[CH:31]=[C:30](B2OC(C)(C)C(C)(C)O2)[CH:29]=[CH:28][N:27]=1.[O-]P([O-])([O-])=O.[K+].[K+].[K+]. The catalyst is O1CCOCC1.O.C1C=CC(P(C2C=CC=CC=2)[C-]2C=CC=C2)=CC=1.C1C=CC(P(C2C=CC=CC=2)[C-]2C=CC=C2)=CC=1.Cl[Pd]Cl.[Fe+2]. The product is [CH3:25][C:26]1[CH:31]=[C:30]([C:2]2[C:3]([O:8][CH:9]3[CH2:14][CH2:13][CH2:12][N:11]([C:15]4[CH:24]=[CH:23][C:22]5[C:17](=[CH:18][CH:19]=[CH:20][CH:21]=5)[N:16]=4)[CH2:10]3)=[N:4][CH:5]=[CH:6][N:7]=2)[CH:29]=[CH:28][N:27]=1. The yield is 0.600. (3) The reactants are C(OC(=O)[NH:7][C@H:8]1[CH2:12][CH2:11][N:10]([S:13]([C:16]2[C:17](Cl)=[N:18][C:19]([Cl:22])=[CH:20][CH:21]=2)(=[O:15])=[O:14])[CH2:9]1)(C)(C)C.FC(F)(F)C(O)=O.C(=O)([O-])[O-].[Na+].[Na+]. The catalyst is ClCCl. The product is [Cl:22][C:19]1[CH:20]=[CH:21][C:16]2[S:13](=[O:15])(=[O:14])[N:10]3[CH2:9][C@H:8]([CH2:12][CH2:11]3)[NH:7][C:17]=2[N:18]=1. The yield is 0.500. (4) The yield is 0.950. The reactants are [C:1]([N:8]1[CH2:12][C@@H:11]([N:13]([C:22](=[O:31])[C:23]([CH3:30])([CH3:29])[CH2:24][O:25]C(=O)C)[CH:14]2[CH2:19][CH2:18][C:17]([CH3:21])([CH3:20])[CH2:16][CH2:15]2)[CH2:10][C@H:9]1[C:32]([O:34]C)=[O:33])([O:3][C:4]([CH3:7])([CH3:6])[CH3:5])=[O:2].[OH-].[Na+]. The product is [C:1]([N:8]1[CH2:12][C@@H:11]([N:13]([CH:14]2[CH2:19][CH2:18][C:17]([CH3:21])([CH3:20])[CH2:16][CH2:15]2)[C:22](=[O:31])[C:23]([CH3:30])([CH3:29])[CH2:24][OH:25])[CH2:10][C@H:9]1[C:32]([OH:34])=[O:33])([O:3][C:4]([CH3:5])([CH3:6])[CH3:7])=[O:2]. The catalyst is CO.O. (5) The reactants are C(P(C(C)(C)C)C(C)(C)C)(C)(C)C.[C:14]1([CH3:28])[CH:19]=[CH:18][C:17]([NH:20][C:21]2[CH:26]=[CH:25][C:24]([CH3:27])=[CH:23][CH:22]=2)=[CH:16][CH:15]=1.Br[C:30]1[CH:35]=[CH:34][C:33]([C:36]2[CH:41]=[CH:40][C:39]([Br:42])=[CH:38][CH:37]=2)=[CH:32][CH:31]=1.CC(C)([O-])C.[Na+]. The catalyst is C1C=CC(/C=C/C(/C=C/C2C=CC=CC=2)=O)=CC=1.C1C=CC(/C=C/C(/C=C/C2C=CC=CC=2)=O)=CC=1.C1C=CC(/C=C/C(/C=C/C2C=CC=CC=2)=O)=CC=1.[Pd].[Pd].C(OCC)(=O)C. The product is [Br:42][C:39]1[CH:40]=[CH:41][C:36]([C:33]2[CH:34]=[CH:35][C:30]([N:20]([C:21]3[CH:22]=[CH:23][C:24]([CH3:27])=[CH:25][CH:26]=3)[C:17]3[CH:16]=[CH:15][C:14]([CH3:28])=[CH:19][CH:18]=3)=[CH:31][CH:32]=2)=[CH:37][CH:38]=1. The yield is 0.0300. (6) The reactants are [Cl:1][C:2]1[N:3]=[C:4](Cl)[C:5]2[CH2:10][CH2:9][CH:8]([C:11]3[CH:16]=[CH:15][C:14]([O:17][C:18]([F:21])([F:20])[F:19])=[CH:13][CH:12]=3)[C:6]=2[N:7]=1.[CH3:23][NH2:24]. The catalyst is CO. The product is [Cl:1][C:2]1[N:3]=[C:4]([NH:24][CH3:23])[C:5]2[CH2:10][CH2:9][CH:8]([C:11]3[CH:16]=[CH:15][C:14]([O:17][C:18]([F:21])([F:20])[F:19])=[CH:13][CH:12]=3)[C:6]=2[N:7]=1. The yield is 1.12. (7) The reactants are [CH:1]1([N:7]([CH:18]2[CH2:23][CH2:22][CH2:21][CH2:20][CH2:19]2)[C:8]([NH:10][C:11]2[S:12][C:13]([CH:16]=O)=[CH:14][N:15]=2)=[O:9])[CH2:6][CH2:5][CH2:4][CH2:3][CH2:2]1.Cl.[CH2:25]([O:32][C:33]([CH:35]1[CH2:39][CH2:38][NH:37][CH2:36]1)=[O:34])[C:26]1[CH:31]=[CH:30][CH:29]=[CH:28][CH:27]=1.C(O[BH-](OC(=O)C)OC(=O)C)(=O)C.[Na+]. No catalyst specified. The product is [CH2:25]([O:32][C:33]([CH:35]1[CH2:39][CH2:38][N:37]([CH2:16][C:13]2[S:12][C:11]([NH:10][C:8]([N:7]([CH:18]3[CH2:23][CH2:22][CH2:21][CH2:20][CH2:19]3)[CH:1]3[CH2:6][CH2:5][CH2:4][CH2:3][CH2:2]3)=[O:9])=[N:15][CH:14]=2)[CH2:36]1)=[O:34])[C:26]1[CH:27]=[CH:28][CH:29]=[CH:30][CH:31]=1. The yield is 0.500. (8) The reactants are [Br:1][C:2]1[CH:21]=[CH:20][C:5]([O:6][C:7]2[C:8]3[CH:17]=[CH:16][C:15]([O:18][CH3:19])=[CH:14][C:9]=3[S:10](=O)(=O)[CH:11]=2)=[CH:4][CH:3]=1.CC(C[AlH]CC(C)C)C.CCOC(C)=O.[C@H](O)(C([O-])=O)[C@@H](O)C([O-])=O.[Na+].[K+]. The catalyst is C1COCC1. The product is [Br:1][C:2]1[CH:21]=[CH:20][C:5]([O:6][C:7]2[C:8]3[CH:17]=[CH:16][C:15]([O:18][CH3:19])=[CH:14][C:9]=3[S:10][CH:11]=2)=[CH:4][CH:3]=1. The yield is 0.710.